The task is: Predict the reaction yield, written as a fraction of the theoretical maximum amount of product (1.0 means a 100% yield; for example, 0.34 means a 34% yield).. This data is from Reaction yield outcomes from USPTO patents with 853,638 reactions. (1) The reactants are [S:1]([N:11]1[C:15]2[N:16]=[CH:17][C:18]3[N:19]([C:20]([C:23]45[CH2:30][CH2:29][C:26]([NH2:31])([CH2:27][CH2:28]4)[CH2:25][CH2:24]5)=[N:21][N:22]=3)[C:14]=2[CH:13]=[CH:12]1)([C:4]1[CH:10]=[CH:9][C:7]([CH3:8])=[CH:6][CH:5]=1)(=[O:3])=[O:2].[CH:32]1([S:35](Cl)(=[O:37])=[O:36])[CH2:34][CH2:33]1. The catalyst is C(Cl)Cl.CN(C=O)C. The product is [S:1]([N:11]1[C:15]2[N:16]=[CH:17][C:18]3[N:19]([C:20]([C:23]45[CH2:30][CH2:29][C:26]([NH:31][S:35]([CH:32]6[CH2:34][CH2:33]6)(=[O:37])=[O:36])([CH2:27][CH2:28]4)[CH2:25][CH2:24]5)=[N:21][N:22]=3)[C:14]=2[CH:13]=[CH:12]1)([C:4]1[CH:10]=[CH:9][C:7]([CH3:8])=[CH:6][CH:5]=1)(=[O:3])=[O:2]. The yield is 0.550. (2) The reactants are [N:1]([CH2:4][CH2:5][NH:6][C:7](=[O:21])[CH2:8][CH2:9][CH2:10][CH2:11][CH2:12][CH2:13][CH2:14][CH2:15][CH2:16][CH2:17][CH2:18][CH2:19][CH3:20])=[N+:2]=[N-:3].N([CH2:25][CH2:26]N)=[N+]=[N-].C(N(CC)CC)C. The catalyst is ClCCl. The product is [N:1]([CH2:4][CH2:5][NH:6][C:7](=[O:21])[CH2:8][CH2:9][CH2:10][CH2:11][CH2:12][CH2:13][CH2:14][CH2:15][CH2:16][CH2:17][CH2:18][CH2:19][CH2:20][CH2:25][CH3:26])=[N+:2]=[N-:3]. The yield is 0.840. (3) The reactants are [Br:1][C:2]1[CH:7]=[CH:6][C:5]([CH2:8][CH2:9][NH:10][C:11]2[S:12][C:13]3[CH:19]=[C:18]([NH2:20])[CH:17]=[CH:16][C:14]=3[N:15]=2)=[CH:4][CH:3]=1.[C:21]([N:29]=[C:30]=[S:31])(=[O:28])[C:22]1[CH:27]=[CH:26][CH:25]=[CH:24][CH:23]=1. The catalyst is O1CCCC1.C(Cl)Cl. The product is [C:21]([NH:29][C:30]([NH:20][C:18]1[CH:17]=[CH:16][C:14]2[N:15]=[C:11]([NH:10][CH2:9][CH2:8][C:5]3[CH:6]=[CH:7][C:2]([Br:1])=[CH:3][CH:4]=3)[S:12][C:13]=2[CH:19]=1)=[S:31])(=[O:28])[C:22]1[CH:27]=[CH:26][CH:25]=[CH:24][CH:23]=1. The yield is 0.950.